From a dataset of Forward reaction prediction with 1.9M reactions from USPTO patents (1976-2016). Predict the product of the given reaction. (1) Given the reactants [Cl:1][C:2]1[CH:3]=[N:4][CH:5]=[C:6]([Cl:25])[C:7]=1[NH:8][C:9]1[NH:10][C:11]2[C:17]3[CH:18]=[C:19]([CH3:21])[O:20][C:16]=3[C:15]([C:22]([OH:24])=O)=[CH:14][C:12]=2[N:13]=1.[CH3:26][C:27]([CH3:32])([CH3:31])[CH:28]([NH2:30])[CH3:29], predict the reaction product. The product is: [Cl:1][C:2]1[CH:3]=[N:4][CH:5]=[C:6]([Cl:25])[C:7]=1[NH:8][C:9]1[NH:10][C:11]2[C:17]3[CH:18]=[C:19]([CH3:21])[O:20][C:16]=3[C:15]([C:22]([NH:30][CH:28]([C:27]([CH3:32])([CH3:31])[CH3:26])[CH3:29])=[O:24])=[CH:14][C:12]=2[N:13]=1. (2) Given the reactants [CH2:1]([O:3][C:4](=[O:19])[CH2:5][N:6]([C:8](=[O:18])/[CH:9]=[C:10]1\[O:11]C(C)(C)[O:13][C:14]\1=O)[CH3:7])[CH3:2].Cl.[CH3:21][NH:22][CH3:23], predict the reaction product. The product is: [CH2:1]([O:3][C:4](=[O:19])[CH2:5][N:6]([C:8](=[O:18])[CH2:9][C:10](=[O:11])[C:14]([N:22]([CH3:23])[CH3:21])=[O:13])[CH3:7])[CH3:2]. (3) Given the reactants [Cl:1][C:2]1[CH:32]=[CH:31][CH:30]=[C:29]([F:33])[C:3]=1[CH2:4][C:5]1[CH:6]=[C:7]([NH:14][C:15]2[CH:20]=[CH:19][C:18]([N:21]3[CH2:26][CH2:25][NH:24][CH2:23][CH2:22]3)=[CH:17][C:16]=2[O:27][CH3:28])[C:8]([C:11]([NH2:13])=[O:12])=[N:9][CH:10]=1.C(N(CC)CC)C.Cl.Cl[CH2:43][CH2:44][N:45]1[CH2:50][CH2:49][O:48][CH2:47][CH2:46]1, predict the reaction product. The product is: [Cl:1][C:2]1[CH:32]=[CH:31][CH:30]=[C:29]([F:33])[C:3]=1[CH2:4][C:5]1[CH:6]=[C:7]([NH:14][C:15]2[CH:20]=[CH:19][C:18]([N:21]3[CH2:26][CH2:25][N:24]([CH2:43][CH2:44][N:45]4[CH2:50][CH2:49][O:48][CH2:47][CH2:46]4)[CH2:23][CH2:22]3)=[CH:17][C:16]=2[O:27][CH3:28])[C:8]([C:11]([NH2:13])=[O:12])=[N:9][CH:10]=1. (4) Given the reactants [OH:1][C:2]1[CH:7]=[CH:6][C:5]([C:8]2[CH:9]=[C:10]3[C:14](=[CH:15][CH:16]=2)[CH2:13][CH:12]([C:17]([O:19]C)=[O:18])[CH2:11]3)=[CH:4][CH:3]=1.Cl[CH2:22][C:23]1[C:24]([C:31]2[C:36]([Cl:37])=[CH:35][CH:34]=[CH:33][C:32]=2[Cl:38])=[N:25][O:26][C:27]=1[CH:28]([CH3:30])[CH3:29].C(=O)([O-])[O-].[K+].[K+].[OH-].[Na+], predict the reaction product. The product is: [Cl:37][C:36]1[CH:35]=[CH:34][CH:33]=[C:32]([Cl:38])[C:31]=1[C:24]1[C:23]([CH2:22][O:1][C:2]2[CH:7]=[CH:6][C:5]([C:8]3[CH:9]=[C:10]4[C:14](=[CH:15][CH:16]=3)[CH2:13][CH:12]([C:17]([OH:19])=[O:18])[CH2:11]4)=[CH:4][CH:3]=2)=[C:27]([CH:28]([CH3:30])[CH3:29])[O:26][N:25]=1. (5) Given the reactants [Si]([O:8][C:9]1[CH:14]=[CH:13][C:12]([N:15]([C:51]2[CH:55]=[C:54]([C:56]#[N:57])[N:53]([CH3:58])[C:52]=2[CH3:59])[C:16]([C:18]2[CH:22]=[C:21]([C:23]3[CH:28]=[C:27]([Cl:29])[CH:26]=[CH:25][C:24]=3[C:30]([N:32]3[C@H:41]([CH2:42][N:43]4[CH2:48][CH2:47][O:46][CH2:45][CH2:44]4)[CH2:40][C:39]4[C:34](=[CH:35][CH:36]=[CH:37][CH:38]=4)[CH2:33]3)=[O:31])[N:20]([CH3:49])[C:19]=2[CH3:50])=[O:17])=[CH:11][CH:10]=1)(C(C)(C)C)(C)C.Cl, predict the reaction product. The product is: [ClH:29].[Cl:29][C:27]1[CH:26]=[CH:25][C:24]([C:30]([N:32]2[C@H:41]([CH2:42][N:43]3[CH2:48][CH2:47][O:46][CH2:45][CH2:44]3)[CH2:40][C:39]3[C:34](=[CH:35][CH:36]=[CH:37][CH:38]=3)[CH2:33]2)=[O:31])=[C:23]([C:21]2[N:20]([CH3:49])[C:19]([CH3:50])=[C:18]([C:16]([N:15]([C:51]3[CH:55]=[C:54]([C:56]#[N:57])[N:53]([CH3:58])[C:52]=3[CH3:59])[C:12]3[CH:13]=[CH:14][C:9]([OH:8])=[CH:10][CH:11]=3)=[O:17])[CH:22]=2)[CH:28]=1. (6) Given the reactants C(OCC)(=O)C.C1(NC2CCCCC2)CCCCC1.[CH2:20]([O:27][CH2:28][CH2:29][CH2:30][CH2:31][C@@H:32]([NH:39][C:40]([O:42]C(C)(C)C)=O)[CH2:33][O:34][CH2:35]C(O)=O)[C:21]1[CH:26]=[CH:25][CH:24]=[CH:23][CH:22]=1.S(=O)(=O)(O)O, predict the reaction product. The product is: [CH2:20]([O:27][CH2:28][CH2:29][CH2:30][CH2:31][C@H:32]1[NH:39][C:40](=[O:42])[CH2:35][O:34][CH2:33]1)[C:21]1[CH:26]=[CH:25][CH:24]=[CH:23][CH:22]=1. (7) Given the reactants Br[C:2]1[NH:3][C:4]2[CH:5]=[CH:6][CH:7]=[C:8]3[C:14](=[O:15])[NH:13][CH2:12][CH2:11][C:10]=1[C:9]=23.C([Sn](CCCC)(CCCC)[C:21]#[C:22][C:23]1[CH:28]=[CH:27][CH:26]=[CH:25][CH:24]=1)CCC.C(C1C=C(C)C=C(C(C)(C)C)C=1O)(C)(C)C, predict the reaction product. The product is: [C:23]1([C:22]#[C:21][C:2]2[NH:3][C:4]3[CH:5]=[CH:6][CH:7]=[C:8]4[C:14](=[O:15])[NH:13][CH2:12][CH2:11][C:10]=2[C:9]=34)[CH:28]=[CH:27][CH:26]=[CH:25][CH:24]=1. (8) The product is: [F:34][C:29]1[CH:30]=[CH:31][CH:32]=[CH:33][C:28]=1[CH:25]1[CH2:26][CH2:27][N:22]([C:20]([C:16]2[CH:17]=[CH:18][CH:19]=[C:14]([N:11]3[CH2:10][CH2:9][NH:8][CH2:13][CH2:12]3)[N:15]=2)=[O:21])[CH2:23][CH2:24]1. Given the reactants C(OC([N:8]1[CH2:13][CH2:12][N:11]([C:14]2[CH:19]=[CH:18][CH:17]=[C:16]([C:20]([N:22]3[CH2:27][CH2:26][CH:25]([C:28]4[CH:33]=[CH:32][CH:31]=[CH:30][C:29]=4[F:34])[CH2:24][CH2:23]3)=[O:21])[N:15]=2)[CH2:10][CH2:9]1)=O)(C)(C)C.C(O)(C(F)(F)F)=O.C([O-])(O)=O.[Na+], predict the reaction product. (9) Given the reactants Br[C:2]1[CH:7]=[CH:6][C:5]([CH2:8][OH:9])=[C:4]([CH3:10])[CH:3]=1.[C:11]([O-:14])([O-])=[O:12].[K+].[K+].CO.[CH3:19]N(C=O)C, predict the reaction product. The product is: [OH:9][CH2:8][C:5]1[CH:6]=[CH:7][C:2]([C:11]([O:14][CH3:19])=[O:12])=[CH:3][C:4]=1[CH3:10].